Dataset: Peptide-MHC class I binding affinity with 185,985 pairs from IEDB/IMGT. Task: Regression. Given a peptide amino acid sequence and an MHC pseudo amino acid sequence, predict their binding affinity value. This is MHC class I binding data. (1) The peptide sequence is FTFKVNSVK. The MHC is HLA-B83:01 with pseudo-sequence HLA-B83:01. The binding affinity (normalized) is 0.213. (2) The peptide sequence is EKPKFLPDL. The binding affinity (normalized) is 0.0847. The MHC is HLA-A31:01 with pseudo-sequence HLA-A31:01. (3) The peptide sequence is VHGMNFTKL. The MHC is HLA-A29:02 with pseudo-sequence HLA-A29:02. The binding affinity (normalized) is 0.0847. (4) The peptide sequence is SRTPSGKRL. The MHC is HLA-B08:02 with pseudo-sequence HLA-B08:02. The binding affinity (normalized) is 0.0847. (5) The binding affinity (normalized) is 0.213. The peptide sequence is FSFGGFTFK. The MHC is HLA-B45:06 with pseudo-sequence HLA-B45:06. (6) The peptide sequence is YTQLRFPKK. The MHC is HLA-A11:01 with pseudo-sequence HLA-A11:01. The binding affinity (normalized) is 0.856. (7) The peptide sequence is RYGFVANFS. The MHC is HLA-A23:01 with pseudo-sequence HLA-A23:01. The binding affinity (normalized) is 0.610. (8) The peptide sequence is VARKHHTKI. The MHC is HLA-A03:01 with pseudo-sequence HLA-A03:01. The binding affinity (normalized) is 0. (9) The peptide sequence is FPPTSFGPL. The MHC is HLA-B15:01 with pseudo-sequence HLA-B15:01. The binding affinity (normalized) is 0.0847. (10) The peptide sequence is YTDLTYQSF. The MHC is HLA-B58:01 with pseudo-sequence HLA-B58:01. The binding affinity (normalized) is 0.592.